This data is from CYP2C19 inhibition data for predicting drug metabolism from PubChem BioAssay. The task is: Regression/Classification. Given a drug SMILES string, predict its absorption, distribution, metabolism, or excretion properties. Task type varies by dataset: regression for continuous measurements (e.g., permeability, clearance, half-life) or binary classification for categorical outcomes (e.g., BBB penetration, CYP inhibition). Dataset: cyp2c19_veith. (1) The compound is Cc1ccccc1-c1cc(N(C)Cc2ccco2)ncn1. The result is 1 (inhibitor). (2) The compound is COc1cccc(CN2C(=O)N(C(C)C)C(N(O)C(=O)NC(C)C)C2(C)C)c1OC. The result is 1 (inhibitor). (3) The drug is COc1ccc(C2C(=O)c3ccccc3C2=Nc2ccc(Br)cc2)cc1. The result is 0 (non-inhibitor). (4) The compound is COc1cccc(-c2cc(C(F)(F)F)nc(N3CCOCC3)n2)c1. The result is 1 (inhibitor). (5) The drug is CN1CCN(c2ncnc3ccc(-c4ccccc4Cl)cc23)CC1. The result is 1 (inhibitor). (6) The drug is COC(=O)N1CCC2(CCN(Cc3cc(C(F)(F)F)cc(C(F)(F)F)c3)CC2)CC1. The result is 0 (non-inhibitor).